From a dataset of Catalyst prediction with 721,799 reactions and 888 catalyst types from USPTO. Predict which catalyst facilitates the given reaction. (1) Reactant: [NH2:1][C:2]1[N:7]=[C:6]([CH2:8][CH2:9][CH2:10][NH:11]C(=O)OC(C)(C)C)[CH:5]=[C:4]([NH:19][C:20]2[CH:25]=[CH:24][C:23]([O:26][C:27]3[CH:32]=[CH:31][N:30]=[C:29]([C:33]([F:36])([F:35])[F:34])[CH:28]=3)=[CH:22][CH:21]=2)[N:3]=1.[ClH:37].O1CCOCC1. The catalyst class is: 5. Product: [ClH:37].[NH2:11][CH2:10][CH2:9][CH2:8][C:6]1[N:7]=[C:2]([NH2:1])[N:3]=[C:4]([NH:19][C:20]2[CH:21]=[CH:22][C:23]([O:26][C:27]3[CH:32]=[CH:31][N:30]=[C:29]([C:33]([F:35])([F:36])[F:34])[CH:28]=3)=[CH:24][CH:25]=2)[CH:5]=1. (2) Product: [Br:21][C:17]1[CH:16]=[C:15]([C:7]2([C:9]3[CH:14]=[CH:13][CH:12]=[CH:11][N:10]=3)[C:23]3[CH:24]=[CH:25][CH:26]=[CH:27][C:22]=3[C:1]3[C:2]2=[CH:3][CH:4]=[CH:5][CH:6]=3)[CH:20]=[CH:19][CH:18]=1. The catalyst class is: 15. Reactant: [C:1]1([C:22]2[CH:27]=[CH:26][CH:25]=[CH:24][CH:23]=2)[CH:6]=[CH:5][CH:4]=[CH:3][C:2]=1[C:7]([C:15]1[CH:20]=[CH:19][CH:18]=[C:17]([Br:21])[CH:16]=1)([C:9]1[CH:14]=[CH:13][CH:12]=[CH:11][N:10]=1)O.Cl. (3) Reactant: [CH3:1][C:2]1[CH:7]=[C:6]([CH3:8])[N:5]=[C:4]([SH:9])[N:3]=1.C1COCC1.C(N(CC)CC)C.[N+:22]([C:25]1[CH:32]=[CH:31][C:28]([CH2:29]Br)=[CH:27][CH:26]=1)([O-:24])=[O:23]. Product: [CH3:1][C:2]1[CH:7]=[C:6]([CH3:8])[N:5]=[C:4]([S:9][CH2:29][C:28]2[CH:31]=[CH:32][C:25]([N+:22]([O-:24])=[O:23])=[CH:26][CH:27]=2)[N:3]=1. The catalyst class is: 6. (4) Product: [N+:12]([C:11]1[CH:10]=[CH:9][C:8]([C:15]([O:18][CH2:21][CH3:22])=[O:16])=[C:3]([CH:4]=[CH2:28])[CH:2]=1)([O-:14])=[O:13]. Reactant: Br[C:2]1[C:11]([N+:12]([O-:14])=[O:13])=[CH:10][CH:9]=[CH:8][C:3]=1[C:4](OC)=O.[C:15]([O-:18])([O-])=[O:16].[K+].[K+].[C:21]1(C)C=CC=C[CH:22]=1.[CH2:28](O)C. The catalyst class is: 73.